This data is from Forward reaction prediction with 1.9M reactions from USPTO patents (1976-2016). The task is: Predict the product of the given reaction. (1) Given the reactants [N:1]#[C:2][NH2:3].[N:4]([C:7]1[CH:12]=[CH:11][C:10]([N:13]2[CH2:18][CH2:17][N:16]([CH2:19][CH:20]3[CH2:22][CH2:21]3)[CH2:15][CH2:14]2)=[CH:9][CH:8]=1)=[C:5]=[S:6].Br[CH2:24][C:25]([C:27]1[CH:32]=[CH:31][C:30]([O:33][CH3:34])=[C:29]([F:35])[CH:28]=1)=[O:26], predict the reaction product. The product is: [NH2:1][C:2]1[N:3]=[C:5]([NH:4][C:7]2[CH:8]=[CH:9][C:10]([N:13]3[CH2:14][CH2:15][N:16]([CH2:19][CH:20]4[CH2:22][CH2:21]4)[CH2:17][CH2:18]3)=[CH:11][CH:12]=2)[S:6][C:24]=1[C:25]([C:27]1[CH:32]=[CH:31][C:30]([O:33][CH3:34])=[C:29]([F:35])[CH:28]=1)=[O:26]. (2) The product is: [CH2:34]([O:33][C:31]([N:1]1[CH2:7][CH2:6][CH2:5][NH:4][CH2:3][CH2:2]1)=[O:32])[CH3:35]. Given the reactants [NH:1]1[CH2:7][CH2:6][CH2:5][NH:4][CH2:3][CH2:2]1.CN(C1C=CC(N=NC2C=CC(S(O)(=O)=O)=CC=2)=CC=1)C.Cl.Cl[C:31]([O:33][CH2:34][CH3:35])=[O:32].C([O-])(=O)C.[Na+].[OH-].[Na+], predict the reaction product. (3) The product is: [N:30]1([C:2]2[CH:3]=[C:4]([C:8]3[N:9]([C:13]4[N:22]=[CH:21][C:20]5[N:19]([CH3:23])[C:18](=[O:24])[C@:17]6([CH2:28][CH3:29])[CH2:25][CH2:26][CH2:27][N:16]6[C:15]=5[N:14]=4)[CH:10]=[CH:11][N:12]=3)[CH:5]=[CH:6][CH:7]=2)[CH:34]=[N:33][CH:32]=[N:31]1. Given the reactants Br[C:2]1[CH:3]=[C:4]([C:8]2[N:9]([C:13]3[N:22]=[CH:21][C:20]4[N:19]([CH3:23])[C:18](=[O:24])[C@:17]5([CH2:28][CH3:29])[CH2:25][CH2:26][CH2:27][N:16]5[C:15]=4[N:14]=3)[CH:10]=[CH:11][N:12]=2)[CH:5]=[CH:6][CH:7]=1.[NH:30]1[CH:34]=[N:33][CH:32]=[N:31]1.CNC1CCCCC1NC.C([O-])([O-])=O.[Cs+].[Cs+], predict the reaction product. (4) Given the reactants [CH2:1]([C@@H:8](/[CH:24]=[CH:25]/[CH2:26][C:27]([N:29]1[C@@H:33]([CH2:34][C:35]2[CH:40]=[CH:39][CH:38]=[CH:37][CH:36]=2)[CH2:32][O:31][C:30]1=[O:41])=[O:28])[C:9]([N:11]1[C@@H:15]([CH2:16][C:17]2[CH:22]=[CH:21][CH:20]=[CH:19][CH:18]=2)[CH2:14][O:13][C:12]1=[O:23])=[O:10])[C:2]1[CH:7]=[CH:6][CH:5]=[CH:4][CH:3]=1.[CH3:42][Si]([N-][Si](C)(C)C)(C)C.[Na+].CI.[NH4+].[Cl-], predict the reaction product. The product is: [CH2:1]([C@@H:8](/[CH:24]=[CH:25]/[C@H:26]([CH3:42])[C:27]([N:29]1[C@@H:33]([CH2:34][C:35]2[CH:36]=[CH:37][CH:38]=[CH:39][CH:40]=2)[CH2:32][O:31][C:30]1=[O:41])=[O:28])[C:9]([N:11]1[C@@H:15]([CH2:16][C:17]2[CH:22]=[CH:21][CH:20]=[CH:19][CH:18]=2)[CH2:14][O:13][C:12]1=[O:23])=[O:10])[C:2]1[CH:3]=[CH:4][CH:5]=[CH:6][CH:7]=1.